From a dataset of Reaction yield outcomes from USPTO patents with 853,638 reactions. Predict the reaction yield, written as a fraction of the theoretical maximum amount of product (1.0 means a 100% yield; for example, 0.34 means a 34% yield). The reactants are [OH:1][CH2:2][CH2:3][CH2:4][CH2:5][CH2:6][CH2:7][CH2:8][CH2:9][O:10][C:11]1[CH:18]=[CH:17][CH:16]=[C:15]([N+:19]([O-:21])=[O:20])[C:12]=1[C:13]#[N:14].N1C=CC=CC=1.[C:28](Cl)(=[O:30])[CH3:29]. The catalyst is C(Cl)Cl. The product is [C:28]([O:1][CH2:2][CH2:3][CH2:4][CH2:5][CH2:6][CH2:7][CH2:8][CH2:9][O:10][C:11]1[CH:18]=[CH:17][CH:16]=[C:15]([N+:19]([O-:21])=[O:20])[C:12]=1[C:13]#[N:14])(=[O:30])[CH3:29]. The yield is 1.00.